The task is: Predict the product of the given reaction.. This data is from Forward reaction prediction with 1.9M reactions from USPTO patents (1976-2016). (1) The product is: [CH2:1]([N:8]1[CH2:13][CH:12]([CH3:14])[O:11][CH2:10][CH:9]1[CH2:15][CH:16]([OH:17])[CH3:18])[C:2]1[CH:3]=[CH:4][CH:5]=[CH:6][CH:7]=1. Given the reactants [CH2:1]([N:8]1[CH2:13][CH:12]([CH3:14])[O:11][CH2:10][CH:9]1[CH2:15][CH:16]=[O:17])[C:2]1[CH:7]=[CH:6][CH:5]=[CH:4][CH:3]=1.[CH3:18][Mg]Br.[Cl-].[NH4+], predict the reaction product. (2) Given the reactants C(OC([NH:8][CH2:9][C:10](O)=[O:11])=O)(C)(C)C.[N:13]1[CH:18]=[CH:17][CH:16]=[C:15]([CH2:19][NH2:20])[CH:14]=1, predict the reaction product. The product is: [NH2:8][CH2:9][C:10]([NH:20][CH2:19][C:15]1[CH:14]=[N:13][CH:18]=[CH:17][CH:16]=1)=[O:11].